From a dataset of Catalyst prediction with 721,799 reactions and 888 catalyst types from USPTO. Predict which catalyst facilitates the given reaction. (1) Reactant: Cl[CH:2]1[CH2:6][CH2:5][N:4]([C:7]2[CH:12]=[CH:11][CH:10]=[CH:9][CH:8]=2)[C:3]1=[O:13].[CH3:14][C:15]1[S:16][C:17]2[CH:23]=[CH:22][C:21]([O:24][CH2:25][CH:26]([OH:34])[CH2:27][N:28]3[CH2:33][CH2:32][NH:31][CH2:30][CH2:29]3)=[CH:20][C:18]=2[N:19]=1.CCN(CC)CC. The catalyst class is: 14. Product: [OH:34][C@@H:26]([CH2:25][O:24][C:21]1[CH:22]=[CH:23][C:17]2[S:16][C:15]([CH3:14])=[N:19][C:18]=2[CH:20]=1)[CH2:27][N:28]1[CH2:29][CH2:30][N:31]([CH:2]2[CH2:6][CH2:5][N:4]([C:7]3[CH:12]=[CH:11][CH:10]=[CH:9][CH:8]=3)[C:3]2=[O:13])[CH2:32][CH2:33]1. (2) The catalyst class is: 12. Reactant: Br[C:2]1[N:7]=[C:6]([C:8]([OH:10])=[O:9])[CH:5]=[CH:4][C:3]=1[O:11][CH3:12].[Cl:13][C:14]1[CH:15]=[C:16](B(O)O)[CH:17]=[CH:18][CH:19]=1.CC1(C)C2C=CC=C(P(C3C=CC=CC=3)C3C=CC=CC=3)C=2OC2C1=CC=CC=2P(C1C=CC=CC=1)C1C=CC=CC=1.C(=O)([O-])[O-].[K+].[K+]. Product: [Cl:13][C:14]1[CH:19]=[C:18]([C:2]2[N:7]=[C:6]([C:8]([OH:10])=[O:9])[CH:5]=[CH:4][C:3]=2[O:11][CH3:12])[CH:17]=[CH:16][CH:15]=1. (3) Reactant: C1(P(C2C=CC=CC=2)C2C3OC4C(=CC=CC=4P(C4C=CC=CC=4)C4C=CC=CC=4)C(C)(C)C=3C=CC=2)C=CC=CC=1.CCN(C(C)C)C(C)C.[Cl:52][C:53]1[CH:60]=[C:59]([Cl:61])[CH:58]=[CH:57][C:54]=1[CH2:55][SH:56].[CH2:62]([O:64][C:65](=[O:84])[CH2:66][C:67]1[C:71]2[CH:72]=[CH:73][C:74](OS(C(F)(F)F)(=O)=O)=[CH:75][C:70]=2[S:69][CH:68]=1)[CH3:63]. Product: [CH2:62]([O:64][C:65](=[O:84])[CH2:66][C:67]1[C:71]2[CH:72]=[CH:73][C:74]([S:56][CH2:55][C:54]3[CH:57]=[CH:58][C:59]([Cl:61])=[CH:60][C:53]=3[Cl:52])=[CH:75][C:70]=2[S:69][CH:68]=1)[CH3:63]. The catalyst class is: 491. (4) Reactant: [Cl:1][C:2]1[CH:3]=[C:4]([C@@H:9]([C:14]2[CH:19]=[CH:18][C:17]([C:20]3[CH:21]=[N:22][NH:23][CH:24]=3)=[CH:16][CH:15]=2)[CH2:10][C:11]([NH2:13])=O)[CH:5]=[CH:6][C:7]=1[Cl:8].C1(C)C=CC=CC=1.[Cl-].[Al+3].[Cl-].[Cl-].[H-].[Al+3].[Li+].[H-].[H-].[H-]. Product: [Cl:1][C:2]1[CH:3]=[C:4]([C@@H:9]([C:14]2[CH:19]=[CH:18][C:17]([C:20]3[CH:24]=[N:23][NH:22][CH:21]=3)=[CH:16][CH:15]=2)[CH2:10][CH2:11][NH2:13])[CH:5]=[CH:6][C:7]=1[Cl:8]. The catalyst class is: 27. (5) Reactant: [NH2:1][CH:2]([CH2:13][NH2:14])[C:3]([NH:5][CH:6]1[CH2:11][CH2:10][CH:9]([CH3:12])[CH2:8][CH2:7]1)=[O:4].[C:15]1(=O)[CH2:19][CH2:18][CH2:17][C:16]1=O.CC1C=CC(S([O-])(=O)=O)=CC=1.C1C=C[NH+]=CC=1. Product: [CH3:12][C@H:9]1[CH2:10][CH2:11][C@H:6]([NH:5][C:3]([C:2]2[N:1]=[C:16]3[CH2:17][CH2:18][CH2:19][C:15]3=[N:14][CH:13]=2)=[O:4])[CH2:7][CH2:8]1. The catalyst class is: 48. (6) Reactant: [Li].[CH3:2][C@H:3]([NH:12][CH3:13])[C@H:4](O)[C:5]1[CH:6]=[CH:7][CH:8]=[CH:9][CH:10]=1. Product: [CH3:2][C@H:3]([NH:12][CH3:13])[CH2:4][C:5]1[CH:6]=[CH:7][CH:8]=[CH:9][CH:10]=1. The catalyst class is: 328.